The task is: Regression/Classification. Given a drug SMILES string, predict its absorption, distribution, metabolism, or excretion properties. Task type varies by dataset: regression for continuous measurements (e.g., permeability, clearance, half-life) or binary classification for categorical outcomes (e.g., BBB penetration, CYP inhibition). For this dataset (solubility_aqsoldb), we predict Y.. This data is from Aqueous solubility values for 9,982 compounds from the AqSolDB database. (1) The drug is CC=CCC. The Y is -2.54 log mol/L. (2) The drug is CC(=O)NC(CCC(=O)O)C(=O)O. The Y is -0.710 log mol/L. (3) The drug is c1ccccc1. The Y is -1.64 log mol/L. (4) The compound is CNCC(O)c1cccc(O)c1.Cl. The Y is -0.309 log mol/L. (5) The drug is CN(C)c1ccc(O)c2c1CC1CC3C(N(C)C)C(O)=C(C(N)=O)C(=O)C3(O)C(O)=C1C2=O. The Y is -0.940 log mol/L. (6) The compound is CCn1c(O)c(N=Nc2ccc(Cl)cc2[N+](=O)[O-])c(C)c(C#N)c1=O. The Y is -6.69 log mol/L. (7) The compound is CC(C)OP(=S)(OC(C)C)SCCNS(=O)(=O)c1ccccc1. The Y is -4.20 log mol/L. (8) The drug is CC(=O)OC1C(C2COC(C)(C)O2)OC2OC(C)(C)OC21. The Y is -1.52 log mol/L. (9) The compound is CCCN(C)N=Nc1ccc(C(=O)O)cc1. The Y is -1.43 log mol/L. (10) The compound is C#CCOC(=O)[C@@H](C)Oc1ccc(Oc2ncc(Cl)cc2F)cc1. The Y is -4.94 log mol/L.